From a dataset of Reaction yield outcomes from USPTO patents with 853,638 reactions. Predict the reaction yield, written as a fraction of the theoretical maximum amount of product (1.0 means a 100% yield; for example, 0.34 means a 34% yield). (1) The yield is 0.826. The product is [CH2:9]([O:11][C:12]([C@@H:13]1[C@H:25]([CH2:26][CH2:4][CH:3]=[CH2:2])[CH2:24][CH2:23][N:14]1[C@H:15]([C:17]1[CH:18]=[CH:19][CH:20]=[CH:21][CH:22]=1)[CH3:16])=[O:27])[CH3:10]. The reactants are [Li+].[CH3:2][CH:3]([N-]C(C)C)[CH3:4].[CH2:9]([O:11][C:12](=[O:27])[CH2:13][N:14]([CH2:23][CH2:24][CH:25]=[CH2:26])[C@H:15]([C:17]1[CH:22]=[CH:21][CH:20]=[CH:19][CH:18]=1)[CH3:16])[CH3:10].C([Cu])#N.[Li+].[Cl-].C(Br)C=C. The catalyst is C1COCC1.CCOCC.[Zn+2].[Br-].[Br-]. (2) The reactants are [CH3:1][C:2]1[CH:7]=[C:6]([CH3:8])[NH:5][C:4](=[O:9])[C:3]=1[CH2:10][NH:11][C:12]([C:14]1[C:15]2[CH:34]=[N:33][N:32]([CH:35]([CH3:37])[CH3:36])[C:16]=2[N:17]=[C:18]([C:20]2[CH2:21][CH2:22][N:23]([CH:26]3[CH2:31][CH2:30][NH:29][CH2:28][CH2:27]3)[CH2:24][CH:25]=2)[CH:19]=1)=[O:13]. The catalyst is CCO.[Pd]. The product is [N:23]1([CH:26]2[CH2:31][CH2:30][NH:29][CH2:28][CH2:27]2)[CH2:24][CH2:25][CH:20]([C:18]2[CH:19]=[C:14]([C:12]([NH:11][CH2:10][C:3]3[C:4](=[O:9])[NH:5][C:6]([CH3:8])=[CH:7][C:2]=3[CH3:1])=[O:13])[C:15]3[CH:34]=[N:33][N:32]([CH:35]([CH3:36])[CH3:37])[C:16]=3[N:17]=2)[CH2:21][CH2:22]1. The yield is 0.620. (3) The reactants are [OH:1][C:2]1[CH:3]=[N:4][CH:5]=[CH:6][CH:7]=1.Cl[C:9]1[CH:14]=[C:13]([CH3:15])[N:12]=[C:11]([NH:16][C:17]2[CH:22]=[CH:21][C:20]([N:23]3[CH:27]=[C:26]([CH3:28])[N:25]=[CH:24]3)=[C:19]([O:29][CH3:30])[CH:18]=2)[N:10]=1. No catalyst specified. The product is [CH3:30][O:29][C:19]1[CH:18]=[C:17]([NH:16][C:11]2[N:12]=[C:13]([CH3:15])[CH:14]=[C:9]([O:1][C:2]3[CH:3]=[N:4][CH:5]=[CH:6][CH:7]=3)[N:10]=2)[CH:22]=[CH:21][C:20]=1[N:23]1[CH:27]=[C:26]([CH3:28])[N:25]=[CH:24]1. The yield is 0.530. (4) The reactants are [F:1][C:2]1[CH:3]=[CH:4][C:5]([C:15]([F:18])([F:17])[F:16])=[C:6]2[C:10]=1[N:9]([CH2:11][CH2:12][O:13][CH3:14])[CH:8]=[CH:7]2.[C:19](O[C:19]([C:21]([F:24])([F:23])[F:22])=[O:20])([C:21]([F:24])([F:23])[F:22])=[O:20]. The catalyst is CN(C=O)C. The product is [F:22][C:21]([F:24])([F:23])[C:19]([C:7]1[C:6]2[C:10](=[C:2]([F:1])[CH:3]=[CH:4][C:5]=2[C:15]([F:18])([F:16])[F:17])[N:9]([CH2:11][CH2:12][O:13][CH3:14])[CH:8]=1)=[O:20]. The yield is 0.330. (5) The reactants are [C:1](=[S:16])(OC1C=CC=CN=1)OC1C=CC=CN=1.[Br:17][C:18]1[CH:19]=[C:20]([CH:25]([C:27]2[CH:32]=[CH:31][N:30]=[CH:29][CH:28]=2)[NH2:26])[CH:21]=[CH:22][C:23]=1[F:24]. The catalyst is ClCCl. The product is [Br:17][C:18]1[CH:19]=[C:20]([CH:25]([N:26]=[C:1]=[S:16])[C:27]2[CH:28]=[CH:29][N:30]=[CH:31][CH:32]=2)[CH:21]=[CH:22][C:23]=1[F:24]. The yield is 0.950. (6) The reactants are NC(N)=O.C=O.[NH2:7][CH2:8][C:9]([OH:11])=[O:10].[C:12]([OH:15])(=[O:14])[CH3:13]. No catalyst specified. The product is [NH:7]([CH2:13][C:12]([OH:15])=[O:14])[CH2:8][C:9]([OH:11])=[O:10]. The yield is 0.130. (7) The reactants are [C:1]1([CH2:7][C:8](=O)[CH2:9][C:10]2[CH:15]=[CH:14][CH:13]=[CH:12][CH:11]=2)[CH:6]=[CH:5][CH:4]=[CH:3][CH:2]=1.B(Cl)([C@@H]1[C@@H](C)[C@H]2C(C)(C)[C@H](C2)C1)[C@@H]1[C@@H](C)[C@H]2C(C)(C)[C@H](C2)C1.[O:39]1CCCC1. The yield is 0.610. The product is [C:1]1([C@H:7]([OH:39])[CH2:8][CH2:9][C:10]2[CH:15]=[CH:14][CH:13]=[CH:12][CH:11]=2)[CH:6]=[CH:5][CH:4]=[CH:3][CH:2]=1. No catalyst specified.